Dataset: Reaction yield outcomes from USPTO patents with 853,638 reactions. Task: Predict the reaction yield, written as a fraction of the theoretical maximum amount of product (1.0 means a 100% yield; for example, 0.34 means a 34% yield). (1) The reactants are C([O:8][C:9]1[CH:14]=[CH:13][N:12]([CH2:15][CH:16]2[CH2:18][CH2:17]2)[C:11](=[O:19])[CH:10]=1)C1C=CC=CC=1. The catalyst is [Pd].C(O)C. The product is [CH:16]1([CH2:15][N:12]2[CH:13]=[CH:14][C:9]([OH:8])=[CH:10][C:11]2=[O:19])[CH2:17][CH2:18]1. The yield is 1.00. (2) The reactants are [CH3:1][O:2][C:3]1[CH:66]=[CH:65][C:6]([CH2:7][O:8][C@H:9]([C@H:51]([CH3:64])[CH2:52][C@@H:53]([CH3:63])[CH2:54][O:55][Si:56]([C:59]([CH3:62])([CH3:61])[CH3:60])([CH3:58])[CH3:57])[C@@H:10]([CH3:50])[C:11]#[C:12][C:13](=[O:49])[CH2:14][C@H:15]([O:41][Si:42]([C:45]([CH3:48])([CH3:47])[CH3:46])([CH3:44])[CH3:43])[C@@H:16]([CH3:40])/[CH:17]=[CH:18]/[CH2:19][O:20][C:21]([C:34]2[CH:39]=[CH:38][CH:37]=[CH:36][CH:35]=2)([C:28]2[CH:33]=[CH:32][CH:31]=[CH:30][CH:29]=2)[C:22]2[CH:27]=[CH:26][CH:25]=[CH:24][CH:23]=2)=[CH:5][CH:4]=1. The catalyst is CC(O)C. The product is [CH3:1][O:2][C:3]1[CH:66]=[CH:65][C:6]([CH2:7][O:8][C@H:9]([C@H:51]([CH3:64])[CH2:52][C@@H:53]([CH3:63])[CH2:54][O:55][Si:56]([C:59]([CH3:62])([CH3:61])[CH3:60])([CH3:57])[CH3:58])[C@@H:10]([CH3:50])[C:11]#[C:12][C@@H:13]([OH:49])[CH2:14][C@H:15]([O:41][Si:42]([C:45]([CH3:48])([CH3:47])[CH3:46])([CH3:44])[CH3:43])[C@@H:16]([CH3:40])/[CH:17]=[CH:18]/[CH2:19][O:20][C:21]([C:28]2[CH:29]=[CH:30][CH:31]=[CH:32][CH:33]=2)([C:34]2[CH:35]=[CH:36][CH:37]=[CH:38][CH:39]=2)[C:22]2[CH:23]=[CH:24][CH:25]=[CH:26][CH:27]=2)=[CH:5][CH:4]=1. The yield is 0.870. (3) The reactants are Cl[C:2]1[N:7]=[CH:6][N:5]=[C:4]([NH:8][C:9]2[CH:14]=[CH:13][CH:12]=[C:11]([NH2:15])[N:10]=2)[CH:3]=1.[CH3:16][O:17][C:18]1[CH:23]=[CH:22][C:21]([OH:24])=[CH:20][CH:19]=1.C([O-])([O-])=O.[K+].[K+]. The catalyst is CN(C=O)C.CCOC(C)=O. The product is [O:17]([C:18]1[CH:23]=[CH:22][C:21]([O:24][C:2]2[N:7]=[CH:6][N:5]=[C:4]([NH:8][C:9]3[CH:14]=[CH:13][CH:12]=[C:11]([NH2:15])[N:10]=3)[CH:3]=2)=[CH:20][CH:19]=1)[CH3:16]. The yield is 0.592. (4) The reactants are C([O:3][C:4](=O)[C:5]1[CH:10]=[C:9]([S:11]([CH3:14])(=[O:13])=[O:12])[CH:8]=[C:7]([NH2:15])[CH:6]=1)C.[H-].[Al+3].[Li+].[H-].[H-].[H-].Cl.[Cl-].[NH4+]. The catalyst is C1COCC1.O.C(OCC)(=O)C. The product is [NH2:15][C:7]1[CH:6]=[C:5]([CH2:4][OH:3])[CH:10]=[C:9]([S:11]([CH3:14])(=[O:13])=[O:12])[CH:8]=1. The yield is 0.680. (5) The reactants are Cl.[NH2:2][C@@H:3]1[C:11]2[C:6](=[C:7]([C:12]3[S:16][C:15]([C:17]4[CH:18]=[CH:19][C:20]([O:25][CH:26]([CH3:28])[CH3:27])=[C:21]([CH:24]=4)[C:22]#[N:23])=[N:14][N:13]=3)[CH:8]=[CH:9][CH:10]=2)[CH2:5][CH2:4]1.CCN(C(C)C)C(C)C.[CH2:38]([O:40][C:41](=[O:47])[CH2:42][S:43](Cl)(=[O:45])=[O:44])[CH3:39]. The catalyst is C(Cl)Cl. The product is [C:22]([C:21]1[CH:24]=[C:17]([C:15]2[S:16][C:12]([C:7]3[CH:8]=[CH:9][CH:10]=[C:11]4[C:6]=3[CH2:5][CH2:4][C@@H:3]4[NH:2][S:43]([CH2:42][C:41]([O:40][CH2:38][CH3:39])=[O:47])(=[O:45])=[O:44])=[N:13][N:14]=2)[CH:18]=[CH:19][C:20]=1[O:25][CH:26]([CH3:28])[CH3:27])#[N:23]. The yield is 0.300. (6) The yield is 1.00. The catalyst is C(Cl)Cl. The product is [CH3:1][O:2][C:3](=[O:26])[CH2:4][CH2:5][CH2:6][O:7][C:8]1[CH:13]=[C:12]([NH:14][C:34]([O:36][CH2:37][CH:38]=[CH2:39])=[O:35])[C:11]([C:15]([N:17]2[CH2:21][CH2:20][CH2:19][CH:18]2[CH2:22][OH:23])=[O:16])=[CH:10][C:9]=1[O:24][CH3:25]. The reactants are [CH3:1][O:2][C:3](=[O:26])[CH2:4][CH2:5][CH2:6][O:7][C:8]1[CH:13]=[C:12]([NH2:14])[C:11]([C:15]([N:17]2[CH2:21][CH2:20][CH2:19][CH:18]2[CH2:22][OH:23])=[O:16])=[CH:10][C:9]=1[O:24][CH3:25].N1C=CC=CC=1.Cl[C:34]([O:36][CH2:37][CH:38]=[CH2:39])=[O:35]. (7) The reactants are [Cl:1][C:2]1[CH:3]=[C:4]([C:21]2[CH:26]=[CH:25][C:24]([O:27]C)=[CH:23][C:22]=2[CH3:29])[CH:5]=[CH:6][C:7]=1[CH2:8][CH:9]1[CH2:13][CH2:12][N:11]([CH:14]2[CH2:19][CH2:18][CH2:17][CH2:16][CH2:15]2)[C:10]1=[O:20].B(Br)(Br)Br.C(=O)(O)[O-].[Na+]. The catalyst is C(Cl)Cl. The product is [Cl:1][C:2]1[CH:3]=[C:4]([C:21]2[CH:26]=[CH:25][C:24]([OH:27])=[CH:23][C:22]=2[CH3:29])[CH:5]=[CH:6][C:7]=1[CH2:8][CH:9]1[CH2:13][CH2:12][N:11]([CH:14]2[CH2:19][CH2:18][CH2:17][CH2:16][CH2:15]2)[C:10]1=[O:20]. The yield is 0.980.